This data is from Full USPTO retrosynthesis dataset with 1.9M reactions from patents (1976-2016). The task is: Predict the reactants needed to synthesize the given product. Given the product [CH2:1]([N:8]1[C:9](=[O:17])[CH2:10][O:11][CH2:12][C:13]1([CH3:14])[C:15]([OH:35])=[O:16])[C:2]1[CH:3]=[CH:4][CH:5]=[CH:6][CH:7]=1, predict the reactants needed to synthesize it. The reactants are: [CH2:1]([N:8]1[C:13]([CH2:15][OH:16])([CH3:14])[CH2:12][O:11][CH2:10][C:9]1=[O:17])[C:2]1[CH:7]=[CH:6][CH:5]=[CH:4][CH:3]=1.[K+].[Br-].CC1(C)N([O])C(C)(C)CCC1.[O-]Cl.[Na+].Cl.[O-:35]Cl=O.[Na+].